This data is from Peptide-MHC class I binding affinity with 185,985 pairs from IEDB/IMGT. The task is: Regression. Given a peptide amino acid sequence and an MHC pseudo amino acid sequence, predict their binding affinity value. This is MHC class I binding data. (1) The peptide sequence is QCFSVVLRY. The MHC is HLA-A24:03 with pseudo-sequence HLA-A24:03. The binding affinity (normalized) is 0.0847. (2) The peptide sequence is FTAMQALDY. The MHC is HLA-A01:01 with pseudo-sequence HLA-A01:01. The binding affinity (normalized) is 0.936. (3) The peptide sequence is AFPYDINQML. The MHC is Mamu-A01 with pseudo-sequence Mamu-A01. The binding affinity (normalized) is 0.208. (4) The peptide sequence is IVYGRSNAIL. The MHC is HLA-A02:01 with pseudo-sequence HLA-A02:01. The binding affinity (normalized) is 0.391. (5) The peptide sequence is TSCLETMEV. The MHC is Mamu-A02 with pseudo-sequence Mamu-A02. The binding affinity (normalized) is 0.130.